Predict the reactants needed to synthesize the given product. From a dataset of Full USPTO retrosynthesis dataset with 1.9M reactions from patents (1976-2016). (1) Given the product [F:1][C:2]1[CH:3]=[CH:4][C:5]([C:8]([NH:10][NH2:11])=[O:9])=[N:6][CH:7]=1, predict the reactants needed to synthesize it. The reactants are: [F:1][C:2]1[CH:3]=[CH:4][C:5]([C:8]([NH:10][NH:11]C(OC(C)(C)C)=O)=[O:9])=[N:6][CH:7]=1.FC(F)(F)C(O)=O. (2) Given the product [CH3:15][C:5]1[N:6]=[C:7]2[N:8]([CH2:11][CH2:12][CH2:13][CH2:14]2)[C:9](=[O:10])[C:4]=1[CH2:3][CH2:2][N:27]1[CH2:26][CH2:25][CH:24]([C:21]2[C:20]3[CH:30]=[CH:31][C:17]([F:16])=[CH:18][C:19]=3[O:23][N:22]=2)[CH2:29][CH2:28]1, predict the reactants needed to synthesize it. The reactants are: Cl[CH2:2][CH2:3][C:4]1[C:9](=[O:10])[N:8]2[CH2:11][CH2:12][CH2:13][CH2:14][C:7]2=[N:6][C:5]=1[CH3:15].[F:16][C:17]1[CH:31]=[CH:30][C:20]2[C:21]([CH:24]3[CH2:29][CH2:28][NH:27][CH2:26][CH2:25]3)=[N:22][O:23][C:19]=2[CH:18]=1.C(=O)([O-])[O-].[Na+].[Na+].